Dataset: NCI-60 drug combinations with 297,098 pairs across 59 cell lines. Task: Regression. Given two drug SMILES strings and cell line genomic features, predict the synergy score measuring deviation from expected non-interaction effect. (1) Drug 2: C1CN1C2=NC(=NC(=N2)N3CC3)N4CC4. Synergy scores: CSS=28.1, Synergy_ZIP=-9.21, Synergy_Bliss=-3.31, Synergy_Loewe=-5.14, Synergy_HSA=-0.673. Cell line: SW-620. Drug 1: CC1CCC2CC(C(=CC=CC=CC(CC(C(=O)C(C(C(=CC(C(=O)CC(OC(=O)C3CCCCN3C(=O)C(=O)C1(O2)O)C(C)CC4CCC(C(C4)OC)O)C)C)O)OC)C)C)C)OC. (2) Drug 1: CCC1(CC2CC(C3=C(CCN(C2)C1)C4=CC=CC=C4N3)(C5=C(C=C6C(=C5)C78CCN9C7C(C=CC9)(C(C(C8N6C)(C(=O)OC)O)OC(=O)C)CC)OC)C(=O)OC)O.OS(=O)(=O)O. Drug 2: C1=NNC2=C1C(=O)NC=N2. Cell line: NCI-H322M. Synergy scores: CSS=1.48, Synergy_ZIP=-0.693, Synergy_Bliss=1.39, Synergy_Loewe=1.45, Synergy_HSA=1.44. (3) Drug 1: CN(CCCl)CCCl.Cl. Drug 2: COCCOC1=C(C=C2C(=C1)C(=NC=N2)NC3=CC=CC(=C3)C#C)OCCOC.Cl. Cell line: SK-OV-3. Synergy scores: CSS=5.01, Synergy_ZIP=-2.50, Synergy_Bliss=-1.58, Synergy_Loewe=-7.83, Synergy_HSA=-3.73.